Dataset: Full USPTO retrosynthesis dataset with 1.9M reactions from patents (1976-2016). Task: Predict the reactants needed to synthesize the given product. (1) Given the product [F:1][C:2]([F:18])([F:19])[C:3]1[CH:8]=[CH:7][C:6]([C:9]([F:10])([F:11])[F:12])=[CH:5][C:4]=1[CH:13](/[N:17]=[CH:26]/[C:25]1[CH:24]=[CH:23][C:22]([C:21]([F:20])([F:30])[F:31])=[CH:29][CH:28]=1)[CH2:14][CH2:15][CH3:16], predict the reactants needed to synthesize it. The reactants are: [F:1][C:2]([F:19])([F:18])[C:3]1[CH:8]=[CH:7][C:6]([C:9]([F:12])([F:11])[F:10])=[CH:5][C:4]=1[CH:13]([NH2:17])[CH2:14][CH2:15][CH3:16].[F:20][C:21]([F:31])([F:30])[C:22]1[CH:29]=[CH:28][C:25]([CH:26]=O)=[CH:24][CH:23]=1. (2) Given the product [C:1]([C@H:5]1[CH2:10][CH2:9][C@H:8]([O:11][C:12]2[CH:17]=[CH:16][C:15]([C:18]3[CH:23]=[CH:22][C:21]([CH2:24][N:25]4[CH2:26][CH2:27][CH:28]([C:31]([OH:33])=[O:32])[CH2:29][CH2:30]4)=[CH:20][CH:19]=3)=[CH:14][CH:13]=2)[CH2:7][CH2:6]1)([CH3:4])([CH3:2])[CH3:3], predict the reactants needed to synthesize it. The reactants are: [C:1]([C@H:5]1[CH2:10][CH2:9][C@H:8]([O:11][C:12]2[CH:17]=[CH:16][C:15]([C:18]3[CH:23]=[CH:22][C:21]([CH2:24][N:25]4[CH2:30][CH2:29][CH:28]([C:31]([O:33]CC)=[O:32])[CH2:27][CH2:26]4)=[CH:20][CH:19]=3)=[CH:14][CH:13]=2)[CH2:7][CH2:6]1)([CH3:4])([CH3:3])[CH3:2].O[Li].O.Cl. (3) Given the product [CH3:13][O:14][C:15]1[CH:16]=[C:17]2[C:22](=[CH:23][C:24]=1[O:25][CH3:26])[N:21]=[CH:20][CH:19]=[C:18]2[O:27][C:28]1[CH:34]=[CH:33][C:31]([NH:32][C:11]([NH:10][C:8](=[O:9])[C:3]2[CH:4]=[CH:5][CH:6]=[CH:7][C:2]=2[CH3:1])=[S:12])=[C:30]([CH3:35])[CH:29]=1, predict the reactants needed to synthesize it. The reactants are: [CH3:1][C:2]1[CH:7]=[CH:6][CH:5]=[CH:4][C:3]=1[C:8]([N:10]=[C:11]=[S:12])=[O:9].[CH3:13][O:14][C:15]1[CH:16]=[C:17]2[C:22](=[CH:23][C:24]=1[O:25][CH3:26])[N:21]=[CH:20][CH:19]=[C:18]2[O:27][C:28]1[CH:34]=[CH:33][C:31]([NH2:32])=[C:30]([CH3:35])[CH:29]=1.C1(C)C=CC=CC=1. (4) Given the product [CH3:14][C:12]1[CH:11]=[C:4]([CH:3]=[C:2]([CH3:1])[CH:13]=1)[O:5][CH2:6][CH:7]1[O:10][C:16](=[O:17])[NH:15][CH2:8]1, predict the reactants needed to synthesize it. The reactants are: [CH3:1][C:2]1[CH:3]=[C:4]([CH:11]=[C:12]([CH3:14])[CH:13]=1)[O:5][CH2:6][CH:7]([OH:10])[CH2:8]O.[NH2:15][C:16](N)=[O:17]. (5) Given the product [Cl:1][C:2]1[S:6][C:5]([C:7]2[N:11]3[CH2:12][C@H:13]4[N:17]([C:25]([C:24]5[CH:23]=[CH:22][N:21]=[C:20]([C:28]([F:31])([F:29])[F:30])[C:19]=5[Cl:18])=[O:26])[C@@H:16]([C:10]3=[N:9][N:8]=2)[CH2:15][CH2:14]4)=[CH:4][CH:3]=1, predict the reactants needed to synthesize it. The reactants are: [Cl:1][C:2]1[S:6][C:5]([C:7]2[N:11]3[CH2:12][C@H:13]4[NH:17][C@@H:16]([C:10]3=[N:9][N:8]=2)[CH2:15][CH2:14]4)=[CH:4][CH:3]=1.[Cl:18][C:19]1[C:20]([C:28]([F:31])([F:30])[F:29])=[N:21][CH:22]=[CH:23][C:24]=1[C:25](O)=[O:26].C1C=CC2N(O)N=NC=2C=1.CCN=C=NCCCN(C)C.Cl. (6) Given the product [CH3:1][O:2][C:3]([C:5]1[CH:6]=[C:7]([O:16][CH2:17][C:18]2[CH:23]=[CH:22][CH:21]=[CH:20][CH:19]=2)[CH:8]=[C:9]2[C:14]=1[O:13][C:12](=[O:15])[CH:11]1[CH2:30][C:29](=[CH2:28])[CH2:35][CH:10]21)=[O:4], predict the reactants needed to synthesize it. The reactants are: [CH3:1][O:2][C:3]([C:5]1[CH:6]=[C:7]([O:16][CH2:17][C:18]2[CH:23]=[CH:22][CH:21]=[CH:20][CH:19]=2)[CH:8]=[C:9]2[C:14]=1[O:13][C:12](=[O:15])[CH:11]=[CH:10]2)=[O:4].C(O[CH2:28][C:29](=[CH2:35])[CH2:30][Si](C)(C)C)(=O)C.P(OC(C)C)(OC(C)C)OC(C)C.